From a dataset of Reaction yield outcomes from USPTO patents with 853,638 reactions. Predict the reaction yield, written as a fraction of the theoretical maximum amount of product (1.0 means a 100% yield; for example, 0.34 means a 34% yield). (1) The reactants are [Si]([O:8][C@@H:9]1[C@@:44]2([CH3:45])[C:13](=[CH:14][CH:15]=[C:16]3[C@@H:43]2[CH2:42][CH2:41][C@@:40]2([CH3:46])[C@H:17]3[CH2:18][CH:19]=[C:20]2[C@@H:21]([O:23][CH2:24]/[CH:25]=[CH:26]/[C:27]([CH2:38][CH3:39])([O:30][Si](CC)(CC)CC)[CH2:28][CH3:29])[CH3:22])[CH2:12][C@@H:11]([O:47][Si](C(C)(C)C)(C)C)[CH2:10]1)(C(C)(C)C)(C)C.[F-].C([N+](CCCC)(CCCC)CCCC)CCC. The catalyst is O1CCCC1. The product is [OH:8][C@@H:9]1[C@@:44]2([CH3:45])[C:13](=[CH:14][CH:15]=[C:16]3[C@@H:43]2[CH2:42][CH2:41][C@@:40]2([CH3:46])[C@H:17]3[CH2:18][CH:19]=[C:20]2[C@@H:21]([O:23][CH2:24]/[CH:25]=[CH:26]/[C:27]([CH2:38][CH3:39])([OH:30])[CH2:28][CH3:29])[CH3:22])[CH2:12][C@@H:11]([OH:47])[CH2:10]1. The yield is 0.780. (2) The reactants are Cl[C:2]1[C:7]([CH:8]([CH2:13][CH2:14][CH3:15])[C:9]([O:11][CH3:12])=[O:10])=[C:6]([CH3:16])[N:5]=[C:4]([C:17]2[CH:22]=[CH:21][CH:20]=[CH:19][CH:18]=2)[N:3]=1.C(N(CC)C(C)C)(C)C.[NH:32]1[C:40]2[C:35](=[CH:36][C:37](B(O)O)=[CH:38][CH:39]=2)[CH:34]=[CH:33]1. The catalyst is COCCOC.O.C1C=CC([P]([Pd]([P](C2C=CC=CC=2)(C2C=CC=CC=2)C2C=CC=CC=2)([P](C2C=CC=CC=2)(C2C=CC=CC=2)C2C=CC=CC=2)[P](C2C=CC=CC=2)(C2C=CC=CC=2)C2C=CC=CC=2)(C2C=CC=CC=2)C2C=CC=CC=2)=CC=1. The product is [NH:32]1[C:40]2[C:35](=[CH:36][C:37]([C:2]3[C:7]([CH:8]([CH2:13][CH2:14][CH3:15])[C:9]([O:11][CH3:12])=[O:10])=[C:6]([CH3:16])[N:5]=[C:4]([C:17]4[CH:22]=[CH:21][CH:20]=[CH:19][CH:18]=4)[N:3]=3)=[CH:38][CH:39]=2)[CH:34]=[CH:33]1. The yield is 0.810. (3) The reactants are II.F[C:4](F)(F)[C:5]([O:7][C:8]1[C:13]([F:14])=[C:12]([F:15])[C:11]([F:16])=[C:10]([F:17])[C:9]=1[F:18])=[O:6].[CH:38]1[CH:39]=[CH:34]C(P([C:34]2[CH:39]=[CH:38][CH:37]=[CH:36]C=2)[C:38]2[CH:39]=[CH:34]C=[CH:36][CH:37]=2)=[CH:36][CH:37]=1.[NH:40]1[CH:44]=CN=C1. The catalyst is C(#N)C.C(OCC)C. The product is [C:44]([C:39]1[CH:34]=[C:4]([CH:36]=[CH:37][C:38]=1[O:7][CH:8]([CH3:13])[CH3:9])[C:5]([O:7][C:8]1[C:13]([F:14])=[C:12]([F:15])[C:11]([F:16])=[C:10]([F:17])[C:9]=1[F:18])=[O:6])#[N:40]. The yield is 0.920.